Predict the reaction yield, written as a fraction of the theoretical maximum amount of product (1.0 means a 100% yield; for example, 0.34 means a 34% yield). From a dataset of Reaction yield outcomes from USPTO patents with 853,638 reactions. (1) The reactants are [C:1](Cl)([CH3:3])=[O:2].Cl.Cl.[CH2:7]([O:14][C:15]1[CH:20]=[CH:19][N:18]([C:21]2[CH:29]=[C:28]3[C:24]([C:25]4[CH2:34][CH2:33][NH:32][CH2:31][C:26]=4[N:27]3[CH3:30])=[CH:23][CH:22]=2)[C:17](=[O:35])[CH:16]=1)[C:8]1[CH:13]=[CH:12][CH:11]=[CH:10][CH:9]=1.CCN(CC)CC.O. The catalyst is CN(C1C=CN=CC=1)C.C(Cl)Cl. The product is [C:1]([N:32]1[CH2:33][CH2:34][C:25]2[C:24]3[C:28](=[CH:29][C:21]([N:18]4[CH:19]=[CH:20][C:15]([O:14][CH2:7][C:8]5[CH:13]=[CH:12][CH:11]=[CH:10][CH:9]=5)=[CH:16][C:17]4=[O:35])=[CH:22][CH:23]=3)[N:27]([CH3:30])[C:26]=2[CH2:31]1)(=[O:2])[CH3:3]. The yield is 0.660. (2) The reactants are [C:1]([O:5][C@@H:6]([C:12]1[C:13]([CH3:34])=[N:14][C:15]([CH3:33])=[C:16]([C:26]2[CH:31]=[CH:30][C:29](O)=[CH:28][CH:27]=2)[C:17]=1[N:18]1[CH2:23][CH2:22][C:21]([CH3:25])([CH3:24])[CH2:20][CH2:19]1)[C:7]([O:9]CC)=[O:8])([CH3:4])([CH3:3])[CH3:2].[Cl:35][C:36]1[CH:41]=[CH:40][C:39]([CH2:42][CH2:43][OH:44])=[CH:38][CH:37]=1.C1C=CC(P(C2C=CC=CC=2)C2C=CC=CC=2)=CC=1.CCOC(/N=N/C(OCC)=O)=O.[OH-].[Na+]. The catalyst is C1COCC1.CO. The product is [C:1]([O:5][C@@H:6]([C:12]1[C:13]([CH3:34])=[N:14][C:15]([CH3:33])=[C:16]([C:26]2[CH:27]=[CH:28][C:29]([O:44][CH2:43][CH2:42][C:39]3[CH:40]=[CH:41][C:36]([Cl:35])=[CH:37][CH:38]=3)=[CH:30][CH:31]=2)[C:17]=1[N:18]1[CH2:19][CH2:20][C:21]([CH3:25])([CH3:24])[CH2:22][CH2:23]1)[C:7]([OH:9])=[O:8])([CH3:4])([CH3:2])[CH3:3]. The yield is 0.279. (3) The reactants are [F:1][C:2]([F:23])([F:22])[C:3]1[CH:4]=[C:5]([CH:19]=[CH:20][CH:21]=1)[C:6]([NH:8][C:9]1[CH:10]=[CH:11][C:12]([Cl:18])=[C:13]([CH:17]=1)[C:14](O)=[O:15])=[O:7].[H-].C([Al+]CC(C)C)C(C)C.C1(C)C=CC=CC=1. The catalyst is C1COCC1. The product is [Cl:18][C:12]1[CH:11]=[CH:10][C:9]([NH:8][C:6](=[O:7])[C:5]2[CH:19]=[CH:20][CH:21]=[C:3]([C:2]([F:23])([F:22])[F:1])[CH:4]=2)=[CH:17][C:13]=1[CH2:14][OH:15]. The yield is 0.520. (4) The reactants are [OH:1][CH:2]([C:6]1[CH:11]=[CH:10][C:9]([C:12]2[N:16]=[C:15]([C:17]3[O:21][N:20]=[C:19]([C:22]4[CH:27]=[CH:26][CH:25]=[CH:24][CH:23]=4)[C:18]=3[C:28]([F:31])([F:30])[F:29])[O:14][N:13]=2)=[CH:8][CH:7]=1)[C:3]([OH:5])=O.[CH3:32][O:33][CH2:34][C:35]1[N:39]=[C:38]([CH2:40][NH2:41])[O:37][N:36]=1.CN1CCOCC1.CN(C(ON1N=NC2C=CC=NC1=2)=[N+](C)C)C.F[P-](F)(F)(F)(F)F. The catalyst is CN(C=O)C. The product is [OH:1][CH:2]([C:6]1[CH:7]=[CH:8][C:9]([C:12]2[N:16]=[C:15]([C:17]3[O:21][N:20]=[C:19]([C:22]4[CH:27]=[CH:26][CH:25]=[CH:24][CH:23]=4)[C:18]=3[C:28]([F:29])([F:30])[F:31])[O:14][N:13]=2)=[CH:10][CH:11]=1)[C:3]([NH:41][CH2:40][C:38]1[O:37][N:36]=[C:35]([CH2:34][O:33][CH3:32])[N:39]=1)=[O:5]. The yield is 0.376. (5) The reactants are Br[C:2]1[CH:9]=[CH:8][C:5]([C:6]#[N:7])=[C:4]([F:10])[CH:3]=1.C([Sn](CCCC)(CCCC)[C:16]([O:18]CC)=[CH2:17])CCC. The catalyst is C1(C)C=CC=CC=1.Cl[Pd](Cl)([P](C1C=CC=CC=1)(C1C=CC=CC=1)C1C=CC=CC=1)[P](C1C=CC=CC=1)(C1C=CC=CC=1)C1C=CC=CC=1. The product is [C:16]([C:2]1[CH:9]=[CH:8][C:5]([C:6]#[N:7])=[C:4]([F:10])[CH:3]=1)(=[O:18])[CH3:17]. The yield is 0.110. (6) The reactants are FC(F)(F)C([O-])=O.[OH:8][N:9]1[C:14](=[O:15])[C:13]([C:16]([O:18]C)=[O:17])=[CH:12][C:11]([C:20]2[CH:21]=[C:22]([NH3+:26])[CH:23]=[CH:24][CH:25]=2)=[CH:10]1.[N:27]([CH:30]([C:32]1[C:41]2[C:36](=[CH:37][CH:38]=[CH:39][CH:40]=2)[CH:35]=[CH:34][CH:33]=1)[CH3:31])=[C:28]=[O:29].[OH-].[K+].Cl. The yield is 0.550. The product is [OH:8][N:9]1[CH:10]=[C:11]([C:20]2[CH:25]=[CH:24][CH:23]=[C:22]([NH:26][C:28]([NH:27][CH:30]([C:32]3[C:41]4[C:36](=[CH:37][CH:38]=[CH:39][CH:40]=4)[CH:35]=[CH:34][CH:33]=3)[CH3:31])=[O:29])[CH:21]=2)[CH:12]=[C:13]([C:16]([OH:18])=[O:17])[C:14]1=[O:15]. The catalyst is N1C=CC=CC=1.O.C(#N)C. (7) The catalyst is CN1CCCC1=O. The product is [Cl:22][C:16]1[CH:17]=[C:18]([O:21][C:2]2[C:3]3[N:10]([CH:11]([CH3:13])[CH3:12])[CH:9]=[CH:8][C:4]=3[N:5]=[CH:6][N:7]=2)[CH:19]=[CH:20][C:15]=1[NH2:14]. The reactants are Cl[C:2]1[C:3]2[N:10]([CH:11]([CH3:13])[CH3:12])[CH:9]=[CH:8][C:4]=2[N:5]=[CH:6][N:7]=1.[NH2:14][C:15]1[CH:20]=[CH:19][C:18]([OH:21])=[CH:17][C:16]=1[Cl:22].C(=O)([O-])[O-].[K+].[K+]. The yield is 0.660.